Dataset: Reaction yield outcomes from USPTO patents with 853,638 reactions. Task: Predict the reaction yield, written as a fraction of the theoretical maximum amount of product (1.0 means a 100% yield; for example, 0.34 means a 34% yield). (1) The reactants are [NH:1]1[C:9]2[C:4](=[CH:5][CH:6]=[CH:7][CH:8]=2)[C:3]([C:10]([OH:12])=[O:11])=[CH:2]1.[H-].[Na+].Br[CH2:16][CH2:17][CH2:18][CH2:19][CH3:20]. The catalyst is CN(C=O)C. The product is [C:10]([C:3]1[C:4]2[C:9](=[CH:8][CH:7]=[CH:6][CH:5]=2)[N:1]([CH2:16][CH2:17][CH2:18][CH2:19][CH3:20])[CH:2]=1)([OH:12])=[O:11]. The yield is 0.490. (2) The reactants are [Cl:1][C:2]1[N:3]=[C:4](Cl)[C:5]2[CH2:11][O:10][CH2:9][CH:8]([C:12]3[CH:17]=[CH:16][CH:15]=[CH:14][CH:13]=3)[C:6]=2[N:7]=1.[CH3:19][NH:20][CH3:21]. The product is [Cl:1][C:2]1[N:3]=[C:4]([N:20]([CH3:21])[CH3:19])[C:5]2[CH2:11][O:10][CH2:9][CH:8]([C:12]3[CH:17]=[CH:16][CH:15]=[CH:14][CH:13]=3)[C:6]=2[N:7]=1. The catalyst is CO. The yield is 1.00. (3) The reactants are [CH3:1][C@@H:2]1[CH2:7][O:6][CH2:5][CH2:4][NH:3]1.C(N(CC)CC)C.[Cl:15][C:16]1[N:21]=[C:20](Cl)[CH:19]=[C:18]([C:23]([O:25][CH3:26])=[O:24])[N:17]=1.O. The catalyst is C(Cl)Cl. The product is [Cl:15][C:16]1[N:17]=[C:18]([C:23]([O:25][CH3:26])=[O:24])[CH:19]=[C:20]([N:3]2[CH2:4][CH2:5][O:6][CH2:7][C@H:2]2[CH3:1])[N:21]=1. The yield is 0.770. (4) The reactants are [Na].[CH3:2][CH:3]([C:6](=O)[CH3:7])[CH:4]=O.[C:9]([CH2:11][C:12]([NH:14][CH:15]([CH3:17])[CH3:16])=[O:13])#[N:10].N1CCCCC1.C(O)(=O)C. The catalyst is CN(C)C=O. The product is [CH:15]([N:14]1[C:6]([CH3:7])=[C:3]([CH3:4])[CH:2]=[C:11]([C:9]#[N:10])[C:12]1=[O:13])([CH3:17])[CH3:16]. The yield is 0.260. (5) The product is [CH2:29]([O:28][C:26](=[O:27])[CH2:25][CH2:24][C:21]1[CH:22]=[CH:23][C:18]([S:15]([CH2:14][CH2:13][C:12]2[C:11]3[C:6](=[CH:7][CH:8]=[C:9]([Cl:31])[CH:10]=3)[N:5]([CH:32]([C:33]3[CH:34]=[CH:35][CH:36]=[CH:37][CH:38]=3)[C:39]3[CH:40]=[CH:41][CH:42]=[CH:43][CH:44]=3)[C:4]=2[CH2:3][CH2:2][NH:1][S:55]([CH:53]([C:48]2[CH:49]=[CH:50][CH:51]=[CH:52][C:47]=2[C:46]([F:45])([F:59])[F:60])[CH3:54])(=[O:57])=[O:56])(=[O:16])=[O:17])=[CH:19][CH:20]=1)[CH3:30]. The yield is 0.400. The reactants are [NH2:1][CH2:2][CH2:3][C:4]1[N:5]([CH:32]([C:39]2[CH:44]=[CH:43][CH:42]=[CH:41][CH:40]=2)[C:33]2[CH:38]=[CH:37][CH:36]=[CH:35][CH:34]=2)[C:6]2[C:11]([C:12]=1[CH2:13][CH2:14][S:15]([C:18]1[CH:23]=[CH:22][C:21]([CH2:24][CH2:25][C:26]([O:28][CH2:29][CH3:30])=[O:27])=[CH:20][CH:19]=1)(=[O:17])=[O:16])=[CH:10][C:9]([Cl:31])=[CH:8][CH:7]=2.[F:45][C:46]([F:60])([F:59])[C:47]1[CH:52]=[CH:51][CH:50]=[CH:49][C:48]=1[CH:53]([S:55](Cl)(=[O:57])=[O:56])[CH3:54]. No catalyst specified. (6) The reactants are [CH3:1][C:2]1[O:3][C:4]([CH3:8])=[C:5]([CH3:7])[N:6]=1.[O:9]=[C:10]1[CH:14]=[CH:13][C:12](=[O:15])[N:11]1[C:16]1[CH:23]=[CH:22][C:19]([C:20]#[N:21])=[C:18]([C:24]([F:27])([F:26])[F:25])[CH:17]=1. The catalyst is C1(C)C=CC=CC=1. The product is [CH3:1][C:2]12[O:3][C:4]([CH3:8])([CH:14]3[C:10](=[O:9])[N:11]([C:16]4[CH:23]=[CH:22][C:19]([C:20]#[N:21])=[C:18]([C:24]([F:25])([F:27])[F:26])[CH:17]=4)[C:12](=[O:15])[CH:13]31)[C:5]([CH3:7])=[N:6]2. The yield is 0.350.